This data is from Reaction yield outcomes from USPTO patents with 853,638 reactions. The task is: Predict the reaction yield, written as a fraction of the theoretical maximum amount of product (1.0 means a 100% yield; for example, 0.34 means a 34% yield). (1) The reactants are Br[CH2:2][C:3]1[CH:8]=[CH:7][CH:6]=[C:5]([N+:9]([O-:11])=[O:10])[CH:4]=1.C1(P(C2C=CC=CC=2)C2C=CC=CC=2)C=CC=CC=1.CC(C)([O-])C.[K+].[CH:37]([C:39]1[N:40]=[C:41]([NH:44][C:45](=[O:47])[CH3:46])[S:42][CH:43]=1)=O.Cl. The catalyst is CN(C)C=O.O. The product is [N+:9]([C:5]1[CH:4]=[C:3]([CH:2]=[CH:37][C:39]2[N:40]=[C:41]([NH:44][C:45](=[O:47])[CH3:46])[S:42][CH:43]=2)[CH:8]=[CH:7][CH:6]=1)([O-:11])=[O:10]. The yield is 0.874. (2) The reactants are Cl[C:2]1[C:3]2[C:10]([I:11])=[CH:9][N:8]([C@@H:12]3[O:18][C@H:17]([CH2:19][OH:20])[C@@H:15]([OH:16])[C@@:13]3([CH3:21])[OH:14])[C:4]=2[N:5]=[CH:6][N:7]=1.[NH3:22]. No catalyst specified. The product is [NH2:22][C:2]1[C:3]2[C:10]([I:11])=[CH:9][N:8]([C@@H:12]3[O:18][C@H:17]([CH2:19][OH:20])[C@@H:15]([OH:16])[C@@:13]3([CH3:21])[OH:14])[C:4]=2[N:5]=[CH:6][N:7]=1. The yield is 1.00. (3) The reactants are [CH2:1]([C:5]1[CH:10]=[CH:9][C:8]([OH:11])=[CH:7][C:6]=1[O:12][CH2:13][CH2:14][C:15]1[N:16]=[C:17]([C:21]2[CH:26]=[CH:25][CH:24]=[CH:23][CH:22]=2)[O:18][C:19]=1[CH3:20])[CH2:2][CH2:3][CH3:4].Br[C:28]([CH3:35])([CH3:34])[C:29]([O:31][CH2:32][CH3:33])=[O:30].C(=O)([O-])[O-].[Cs+].[Cs+]. The catalyst is CN(C=O)C. The product is [CH2:32]([O:31][C:29](=[O:30])[C:28]([O:11][C:8]1[CH:9]=[CH:10][C:5]([CH2:1][CH2:2][CH2:3][CH3:4])=[C:6]([O:12][CH2:13][CH2:14][C:15]2[N:16]=[C:17]([C:21]3[CH:22]=[CH:23][CH:24]=[CH:25][CH:26]=3)[O:18][C:19]=2[CH3:20])[CH:7]=1)([CH3:35])[CH3:34])[CH3:33]. The yield is 0.680. (4) The reactants are [CH:1]1([C:4](=O)[CH2:5][C:6](=O)[C:7]([F:10])([F:9])[F:8])[CH2:3][CH2:2]1.O.[NH2:14][NH2:15]. The catalyst is C(O)C. The product is [CH:1]1([C:4]2[CH:5]=[C:6]([C:7]([F:10])([F:9])[F:8])[NH:15][N:14]=2)[CH2:3][CH2:2]1. The yield is 0.660. (5) The reactants are [OH:1][C:2]1[CH:11]=[C:10]2[C:5]([CH:6]=[CH:7][CH:8]=[C:9]2[C:12]#[N:13])=[CH:4][CH:3]=1.[Br:14]Br.Cl.Cl[Sn]Cl. The catalyst is O.C(O)(=O)C. The product is [Br:14][C:7]1[CH:8]=[C:9]([C:12]#[N:13])[C:10]2[C:5]([CH:6]=1)=[CH:4][CH:3]=[C:2]([OH:1])[CH:11]=2. The yield is 0.380. (6) The reactants are [CH3:1][N:2]1[CH:6]=[C:5]([C:7]([OH:9])=O)[CH:4]=[N:3]1.C1(P(C2C=CC=CC=2)C2C=CC=CC=2)C=CC=CC=1.ClN1C(=O)CCC1=O.[CH:37]1([CH2:40][N:41]2[C:49]3[N:48]=[C:47]([CH2:50][C:51]4[CH:56]=[CH:55][C:54]([NH:57][CH3:58])=[CH:53][CH:52]=4)[NH:46][C:45]=3[C:44](=[O:59])[N:43]([CH2:60][C:61]3[CH:66]=[CH:65][CH:64]=[CH:63][C:62]=3[F:67])[C:42]2=[O:68])[CH2:39][CH2:38]1. The catalyst is ClCCl. The product is [CH:37]1([CH2:40][N:41]2[C:49]3[N:48]=[C:47]([CH2:50][C:51]4[CH:52]=[CH:53][C:54]([N:57]([CH3:58])[C:7]([C:5]5[CH:4]=[N:3][N:2]([CH3:1])[CH:6]=5)=[O:9])=[CH:55][CH:56]=4)[NH:46][C:45]=3[C:44](=[O:59])[N:43]([CH2:60][C:61]3[CH:66]=[CH:65][CH:64]=[CH:63][C:62]=3[F:67])[C:42]2=[O:68])[CH2:39][CH2:38]1. The yield is 0.928.